Dataset: Reaction yield outcomes from USPTO patents with 853,638 reactions. Task: Predict the reaction yield, written as a fraction of the theoretical maximum amount of product (1.0 means a 100% yield; for example, 0.34 means a 34% yield). (1) The reactants are N1C=CC=CC=1.Cl.[CH3:8][NH:9][O:10][CH3:11].[C:12](Cl)(=[O:19])[C:13]1[CH:18]=[CH:17][CH:16]=[CH:15][CH:14]=1.O. The catalyst is ClCCl. The product is [C:12]([N:9]([CH3:8])[O:10][CH3:11])(=[O:19])[C:13]1[CH:18]=[CH:17][CH:16]=[CH:15][CH:14]=1. The yield is 0.768. (2) The reactants are [CH3:1][O:2][C:3]1[CH:4]=[C:5]([C:11]([C@@H:13]2[C@:22]3([CH3:23])[C@H:17]([C:18]([CH3:25])([CH3:24])[CH2:19][CH2:20][CH2:21]3)[CH2:16][C:15](=[O:26])[C@@H:14]2[CH3:27])=[O:12])[CH:6]=[C:7]([O:9][CH3:10])[CH:8]=1.[OH-].[Na+]. The catalyst is CO.C1COCC1. The product is [CH3:10][O:9][C:7]1[CH:6]=[C:5]([C:11]([C@@H:13]2[C@:22]3([CH3:23])[C@H:17]([C:18]([CH3:25])([CH3:24])[CH2:19][CH2:20][CH2:21]3)[CH2:16][C:15](=[O:26])[C@H:14]2[CH3:27])=[O:12])[CH:4]=[C:3]([O:2][CH3:1])[CH:8]=1. The yield is 0.910. (3) The reactants are [B:10]1([B:10]2[O:14][C:13]([CH3:16])([CH3:15])[C:12]([CH3:18])([CH3:17])[O:11]2)[O:14][C:13]([CH3:16])([CH3:15])[C:12]([CH3:18])([CH3:17])[O:11]1.C([O-])(=O)C.[K+].Br[C:25]1[CH:30]=[CH:29][C:28]([CH:31]([F:33])[F:32])=[C:27]([Cl:34])[CH:26]=1.O. The catalyst is O1CCOCC1. The product is [Cl:34][C:27]1[CH:26]=[C:25]([B:10]2[O:11][C:12]([CH3:17])([CH3:18])[C:13]([CH3:15])([CH3:16])[O:14]2)[CH:30]=[CH:29][C:28]=1[CH:31]([F:33])[F:32]. The yield is 0.650. (4) The reactants are [O:1]=[C:2]([CH3:8])[C:3]([O:5][CH2:6][CH3:7])=[O:4].[CH2:9]([Si](C)(C)C)[CH:10]=C.Cl[CH2:17]Cl. The catalyst is [Ti](Cl)(Cl)(Cl)Cl. The product is [OH:1][C:2]([CH3:17])([CH2:8][CH:9]=[CH2:10])[C:3]([O:5][CH2:6][CH3:7])=[O:4]. The yield is 0.587. (5) The reactants are [CH3:1][O:2][C:3]1[CH:4]=[C:5]2[C:10](=[CH:11][CH:12]=1)[CH:9]([CH2:13][C:14]1[CH:19]=[CH:18][C:17]([O:20][CH2:21][C:22]3[CH:27]=[CH:26][CH:25]=[CH:24][CH:23]=3)=[CH:16][CH:15]=1)[NH:8][CH2:7][CH2:6]2.[F:28][C:29]1[CH:37]=[CH:36][C:32]([C:33](Cl)=[O:34])=[CH:31][CH:30]=1. No catalyst specified. The product is [F:28][C:29]1[CH:37]=[CH:36][C:32]([C:33]([N:8]2[CH2:7][CH2:6][C:5]3[C:10](=[CH:11][CH:12]=[C:3]([O:2][CH3:1])[CH:4]=3)[CH:9]2[CH2:13][C:14]2[CH:19]=[CH:18][C:17]([O:20][CH2:21][C:22]3[CH:27]=[CH:26][CH:25]=[CH:24][CH:23]=3)=[CH:16][CH:15]=2)=[O:34])=[CH:31][CH:30]=1. The yield is 0.820. (6) The reactants are Br[C:2]1[CH:7]=[CH:6][CH:5]=[C:4]([N+:8]([O-:10])=[O:9])[CH:3]=1.[F:11][C:12]1[CH:13]=[C:14](B(O)O)[CH:15]=[CH:16][CH:17]=1.[O-]P([O-])([O-])=O.[K+].[K+].[K+].O1CCOCC1. The catalyst is C1C=CC([P]([Pd]([P](C2C=CC=CC=2)(C2C=CC=CC=2)C2C=CC=CC=2)([P](C2C=CC=CC=2)(C2C=CC=CC=2)C2C=CC=CC=2)[P](C2C=CC=CC=2)(C2C=CC=CC=2)C2C=CC=CC=2)(C2C=CC=CC=2)C2C=CC=CC=2)=CC=1.O. The product is [F:11][C:12]1[CH:17]=[C:16]([C:2]2[CH:7]=[CH:6][CH:5]=[C:4]([N+:8]([O-:10])=[O:9])[CH:3]=2)[CH:15]=[CH:14][CH:13]=1. The yield is 0.970. (7) The reactants are [I-].[K+].CC1C=CC(S(O[CH2:14][CH2:15][F:16])(=O)=O)=CC=1.[CH2:17]([N:24]1[CH2:28][CH2:27][C@@H:26]([C@@H:29]([NH2:31])[CH3:30])[CH2:25]1)[C:18]1[CH:23]=[CH:22][CH:21]=[CH:20][CH:19]=1. The catalyst is CN(C=O)C. The product is [CH2:17]([N:24]1[CH2:28][CH2:27][C@@H:26]([C@@H:29]([NH:31][CH2:14][CH2:15][F:16])[CH3:30])[CH2:25]1)[C:18]1[CH:23]=[CH:22][CH:21]=[CH:20][CH:19]=1. The yield is 0.500. (8) The catalyst is CO. The reactants are C([O:4][C@@H:5]1[C@@H:10]([O:11]C(=O)C)[C@@H:9]([CH2:15][O:16]C(=O)C)[O:8][C@H:7]([N:20]2[CH:24]=[C:23]([C:25]3[CH:30]=[CH:29][CH:28]=[CH:27][CH:26]=3)[N:22]=[N:21]2)[C@H:6]1CC([O-])=O)(=O)C.C[O-:36].[Na+]. The product is [OH:16][CH2:15][C@@H:9]1[C@@H:10]([OH:11])[C@H:5]([OH:4])[C@H:6]([OH:36])[C@@H:7]([N:20]2[CH:24]=[C:23]([C:25]3[CH:30]=[CH:29][CH:28]=[CH:27][CH:26]=3)[N:22]=[N:21]2)[O:8]1. The yield is 1.00.